Predict the reactants needed to synthesize the given product. From a dataset of Full USPTO retrosynthesis dataset with 1.9M reactions from patents (1976-2016). Given the product [OH:9][N:8]1[C:4]2[C:3](=[C:2]([I:1])[CH:7]=[CH:6][CH:5]=2)[CH2:11][C:12]1=[O:14], predict the reactants needed to synthesize it. The reactants are: [I:1][C:2]1[CH:7]=[CH:6][CH:5]=[C:4]([N+:8]([O-])=[O:9])[C:3]=1[CH2:11][C:12]([OH:14])=O.